From a dataset of Forward reaction prediction with 1.9M reactions from USPTO patents (1976-2016). Predict the product of the given reaction. (1) Given the reactants [Br:1][C:2]1[CH:7]=[CH:6][C:5]([CH:8]2[CH2:13][CH:12]([S:14]([C:17]3[CH:22]=[CH:21][CH:20]=[C:19]([C:23]([F:26])([F:25])[F:24])[CH:18]=3)(=[O:16])=[O:15])[CH2:11][CH2:10][O:9]2)=[CH:4][CH:3]=1.[CH3:27]C([O-])(C)C.[K+].CI, predict the reaction product. The product is: [Br:1][C:2]1[CH:7]=[CH:6][C:5]([CH:8]2[CH2:13][C:12]([CH3:27])([S:14]([C:17]3[CH:22]=[CH:21][CH:20]=[C:19]([C:23]([F:24])([F:26])[F:25])[CH:18]=3)(=[O:15])=[O:16])[CH2:11][CH2:10][O:9]2)=[CH:4][CH:3]=1. (2) Given the reactants [CH:1]1([S:4][C:5]2[CH:35]=[CH:34][C:8]([CH2:9][NH:10][C:11]([C:13]3[C:18](=[O:19])[C:17]([C:20]4[CH:25]=[CH:24][CH:23]=[C:22]([C:26]([F:29])([F:28])[F:27])[CH:21]=4)=[C:16]([CH3:30])[N:15]([CH:31]([CH3:33])[CH3:32])[CH:14]=3)=[O:12])=[CH:7][CH:6]=2)[CH2:3][CH2:2]1.[N:36]#[C:37][NH2:38].BrN1C(=O)CCC1=O.CC(C)([O-])C.[K+].S([O-])([O-])(=O)=S.[Na+].[Na+], predict the reaction product. The product is: [CH:1]1([S:4]([C:5]2[CH:35]=[CH:34][C:8]([CH2:9][NH:10][C:11]([C:13]3[C:18](=[O:19])[C:17]([C:20]4[CH:25]=[CH:24][CH:23]=[C:22]([C:26]([F:29])([F:28])[F:27])[CH:21]=4)=[C:16]([CH3:30])[N:15]([CH:31]([CH3:32])[CH3:33])[CH:14]=3)=[O:12])=[CH:7][CH:6]=2)=[N:38][C:37]#[N:36])[CH2:2][CH2:3]1. (3) The product is: [Cl:20][C:11]1[C:12]([O:14][CH2:15][C:16]([F:19])([F:18])[F:17])=[CH:13][C:8]2[N:7]=[C:24]([C:26]3[CH:27]=[C:28]([C:32]4[CH:37]=[CH:36][N:35]=[C:34]([C:38]#[N:39])[CH:33]=4)[CH:29]=[CH:30][CH:31]=3)[CH2:23][C:22](=[O:40])[NH:21][C:9]=2[CH:10]=1. Given the reactants C(OC(=O)[NH:7][C:8]1[CH:13]=[C:12]([O:14][CH2:15][C:16]([F:19])([F:18])[F:17])[C:11]([Cl:20])=[CH:10][C:9]=1[NH:21][C:22](=[O:40])[CH2:23][C:24]([C:26]1[CH:31]=[CH:30][CH:29]=[C:28]([C:32]2[CH:37]=[CH:36][N:35]=[C:34]([C:38]#[N:39])[CH:33]=2)[CH:27]=1)=O)(C)(C)C.C(O)(C(F)(F)F)=O, predict the reaction product. (4) Given the reactants FC1C=CC=CC=1NC(=S)NC1C=CC(C2C=C3C(=CC=2)C(=O)N([C@@H](C(C)C)C(O)=O)C3)=CC=1.[F:35][C:36]1[CH:37]=[C:38]([NH:42][C:43](=[S:69])[NH:44][C:45]2[CH:50]=[CH:49][C:48]([C:51]3[CH:52]=[C:53]4[C:57](=[CH:58][CH:59]=3)[C:56](=[O:60])[N:55]([C@@H:61]([CH:66]([CH3:68])[CH3:67])[C:62]([O:64]C)=[O:63])[CH2:54]4)=[CH:47][CH:46]=2)[CH:39]=[CH:40][CH:41]=1, predict the reaction product. The product is: [F:35][C:36]1[CH:37]=[C:38]([NH:42][C:43](=[S:69])[NH:44][C:45]2[CH:46]=[CH:47][C:48]([C:51]3[CH:52]=[C:53]4[C:57](=[CH:58][CH:59]=3)[C:56](=[O:60])[N:55]([C@@H:61]([CH:66]([CH3:67])[CH3:68])[C:62]([OH:64])=[O:63])[CH2:54]4)=[CH:49][CH:50]=2)[CH:39]=[CH:40][CH:41]=1.